This data is from PAMPA (Parallel Artificial Membrane Permeability Assay) permeability data from NCATS. The task is: Regression/Classification. Given a drug SMILES string, predict its absorption, distribution, metabolism, or excretion properties. Task type varies by dataset: regression for continuous measurements (e.g., permeability, clearance, half-life) or binary classification for categorical outcomes (e.g., BBB penetration, CYP inhibition). Dataset: pampa_ncats. (1) The drug is CC1=CN=C(N=C1NCC2=CC=C(C=C2)C3=CN=CC=C3)C4=CC=CC=C4C5CC5. The result is 1 (high permeability). (2) The drug is C1=CC=C(C=C1)NS(=O)(=O)C2=CC=C(C=C2)C(=O)NC3=C(C=CC=N3)O. The result is 1 (high permeability).